Dataset: Catalyst prediction with 721,799 reactions and 888 catalyst types from USPTO. Task: Predict which catalyst facilitates the given reaction. Reactant: [OH:1][C:2]1[CH:10]=[C:9]([OH:11])[CH:8]=[CH:7][C:3]=1[C:4]([OH:6])=[O:5].C(=O)([O-])[O-].[K+].[K+].[C:18](Cl)(=[O:22])[C:19]([CH3:21])=[O:20].Cl. Product: [OH:11][C:9]1[CH:8]=[CH:7][C:3]([C:4]([OH:6])=[O:5])=[C:2]([O:1][C:18](=[O:22])[C:19](=[O:20])[CH3:21])[CH:10]=1. The catalyst class is: 21.